Task: Predict the reactants needed to synthesize the given product.. Dataset: Full USPTO retrosynthesis dataset with 1.9M reactions from patents (1976-2016) Given the product [CH3:14][CH:15]([O:28][C:4]1[CH:5]=[C:6]([C:12]#[N:13])[C:7](=[CH:10][CH:11]=1)[C:8]#[N:9])[CH2:16][CH2:17][CH2:18][CH2:19][CH2:20][CH2:21][CH2:22][CH2:23][CH2:24][CH2:25][CH2:26][CH3:27], predict the reactants needed to synthesize it. The reactants are: [N+]([C:4]1[CH:5]=[C:6]([C:12]#[N:13])[C:7](=[CH:10][CH:11]=1)[C:8]#[N:9])([O-])=O.[CH3:14][CH:15]([OH:28])[CH2:16][CH2:17][CH2:18][CH2:19][CH2:20][CH2:21][CH2:22][CH2:23][CH2:24][CH2:25][CH2:26][CH3:27].[OH-].[Li+].